Dataset: Catalyst prediction with 721,799 reactions and 888 catalyst types from USPTO. Task: Predict which catalyst facilitates the given reaction. (1) Reactant: C[O:2][C:3](=[O:36])[CH2:4][CH2:5][C:6]1[CH:11]=[CH:10][C:9]([O:12][C:13]2[CH:18]=[CH:17][CH:16]=[C:15]([CH2:19][NH:20][C:21](=[O:33])[C:22]3[CH:27]=[CH:26][C:25]([C:28]([F:31])([F:30])[F:29])=[CH:24][C:23]=3[F:32])[CH:14]=2)=[CH:8][C:7]=1[CH2:34][CH3:35].[OH-].[Li+]. Product: [CH2:34]([C:7]1[CH:8]=[C:9]([O:12][C:13]2[CH:18]=[CH:17][CH:16]=[C:15]([CH2:19][NH:20][C:21](=[O:33])[C:22]3[CH:27]=[CH:26][C:25]([C:28]([F:31])([F:29])[F:30])=[CH:24][C:23]=3[F:32])[CH:14]=2)[CH:10]=[CH:11][C:6]=1[CH2:5][CH2:4][C:3]([OH:36])=[O:2])[CH3:35]. The catalyst class is: 12. (2) Reactant: [OH:1][C:2]([CH3:11])([CH3:10])[CH2:3][C:4]([NH:6][CH2:7][CH2:8][CH3:9])=O.CC(C[AlH]CC(C)C)C. Product: [CH3:10][C:2]([OH:1])([CH2:3][CH2:4][NH:6][CH2:7][CH2:8][CH3:9])[CH3:11]. The catalyst class is: 11.